From a dataset of Full USPTO retrosynthesis dataset with 1.9M reactions from patents (1976-2016). Predict the reactants needed to synthesize the given product. Given the product [OH:1][C@@H:2]([C@H:4]1[C:24](=[O:25])[N:6]2[C:7]([C:21]([O:23][CH2:29][CH:28]=[CH2:27])=[O:22])=[C:8]([S:11]/[CH:12]=[CH:13]\[C:14]3[S:18][CH:17]=[N:16][C:15]=3[CH2:19][OH:20])[C@H:9]([CH3:10])[C@H:5]12)[CH3:3], predict the reactants needed to synthesize it. The reactants are: [OH:1][C@@H:2]([C@H:4]1[C:24](=[O:25])[N:6]2[C:7]([C:21]([O-:23])=[O:22])=[C:8]([S:11]/[CH:12]=[CH:13]\[C:14]3[S:18][CH:17]=[N:16][C:15]=3[CH2:19][OH:20])[C@H:9]([CH3:10])[C@H:5]12)[CH3:3].[Na+].[CH2:27](Br)[CH:28]=[CH2:29].C(I)C=C.